This data is from Forward reaction prediction with 1.9M reactions from USPTO patents (1976-2016). The task is: Predict the product of the given reaction. Given the reactants C(OC([N:8]1[CH2:17][CH2:16][C:15]2[C:11](=[C:12](OS(C(F)(F)F)(=O)=O)[N:13]([C:18]3[CH:23]=[CH:22][CH:21]=[C:20]([F:24])[CH:19]=3)[N:14]=2)[CH2:10][CH2:9]1)=O)(C)(C)C, predict the reaction product. The product is: [F:24][C:20]1[CH:19]=[C:18]([N:13]2[C:12]([C:18]3[CH:23]=[CH:22][CH:21]=[CH:20][CH:19]=3)=[C:11]3[C:15]([CH2:16][CH2:17][NH:8][CH2:9][CH2:10]3)=[N:14]2)[CH:23]=[CH:22][CH:21]=1.